This data is from Catalyst prediction with 721,799 reactions and 888 catalyst types from USPTO. The task is: Predict which catalyst facilitates the given reaction. (1) Reactant: C1(OC)C(=CC=CC=1)OC.I[N:12]1[C:18]([CH3:20])([CH3:19])[C:16](=[O:17])[N:15]([CH3:21])[C:13]1=[O:14]. Product: [CH3:21][N:15]1[C:16](=[O:17])[C:18]([CH3:20])([CH3:19])[NH:12][C:13]1=[O:14]. The catalyst class is: 23. (2) Reactant: [CH3:1][O:2][C:3]1[CH:28]=[CH:27][C:6]([CH2:7][N:8]2[C:13]3[N:14]=[CH:15][C:16]([CH2:18][O:19]COC)=[CH:17][C:12]=3[C:11]3=[N:23][CH:24]=[N:25][N:10]3[C:9]2=[O:26])=[CH:5][CH:4]=1.Cl. Product: [OH:19][CH2:18][C:16]1[CH:15]=[N:14][C:13]2[N:8]([CH2:7][C:6]3[CH:5]=[CH:4][C:3]([O:2][CH3:1])=[CH:28][CH:27]=3)[C:9](=[O:26])[N:10]3[N:25]=[CH:24][N:23]=[C:11]3[C:12]=2[CH:17]=1. The catalyst class is: 5. (3) Reactant: [NH:1]1[C:9]2[C:4](=[CH:5][C:6]([NH:10][C:11]3[C:12]4[C:19]5[CH2:20][CH2:21][CH:22]([C:24]([O:26]CC)=[O:25])[CH2:23][C:18]=5[S:17][C:13]=4[N:14]=[CH:15][N:16]=3)=[CH:7][CH:8]=2)[CH:3]=[N:2]1.[OH-].[Na+]. Product: [NH:1]1[C:9]2[C:4](=[CH:5][C:6]([NH:10][C:11]3[C:12]4[C:19]5[CH2:20][CH2:21][CH:22]([C:24]([OH:26])=[O:25])[CH2:23][C:18]=5[S:17][C:13]=4[N:14]=[CH:15][N:16]=3)=[CH:7][CH:8]=2)[CH:3]=[N:2]1. The catalyst class is: 8. (4) Reactant: C(O[C:5](=[O:7])[CH3:6])(=O)C.[Br:8][C:9]1[C:15]([Cl:16])=[CH:14][C:12]([NH2:13])=[C:11]([CH3:17])[CH:10]=1.C([O-])(=O)C.[K+].C1OCCOCCOCCOCCOCCOC1.[N:41](OC(C)(C)C)=O.C(=O)(O)[O-].[Na+]. Product: [C:5]([N:13]1[C:12]2[C:11](=[CH:10][C:9]([Br:8])=[C:15]([Cl:16])[CH:14]=2)[CH:17]=[N:41]1)(=[O:7])[CH3:6]. The catalyst class is: 22. (5) Reactant: [NH2:1][C@H:2]([C:14]([NH:16][C:17]1[CH:18]=[N:19][N:20]([CH3:42])[C:21]=1[NH:22][C:23]([C:36]1[CH:41]=[CH:40][CH:39]=[CH:38][CH:37]=1)([C:30]1[CH:35]=[CH:34][CH:33]=[CH:32][CH:31]=1)[C:24]1[CH:29]=[CH:28][CH:27]=[CH:26][CH:25]=1)=[O:15])[CH2:3][CH2:4][CH2:5][NH:6][C:7](=[O:13])[O:8][C:9]([CH3:12])([CH3:11])[CH3:10].[C:43]([O:47][C:48]([NH:50][CH2:51][C:52](ON1C(=O)CCC1=O)=[O:53])=[O:49])([CH3:46])([CH3:45])[CH3:44].C(Cl)(Cl)Cl. Product: [C:43]([O:47][C:48]([NH:50][CH2:51][C:52]([NH:1][C@H:2]([C:14]([NH:16][C:17]1[CH:18]=[N:19][N:20]([CH3:42])[C:21]=1[NH:22][C:23]([C:36]1[CH:41]=[CH:40][CH:39]=[CH:38][CH:37]=1)([C:30]1[CH:35]=[CH:34][CH:33]=[CH:32][CH:31]=1)[C:24]1[CH:25]=[CH:26][CH:27]=[CH:28][CH:29]=1)=[O:15])[CH2:3][CH2:4][CH2:5][NH:6][C:7](=[O:13])[O:8][C:9]([CH3:12])([CH3:11])[CH3:10])=[O:53])=[O:49])([CH3:46])([CH3:45])[CH3:44]. The catalyst class is: 7.